Predict the reaction yield, written as a fraction of the theoretical maximum amount of product (1.0 means a 100% yield; for example, 0.34 means a 34% yield). From a dataset of Reaction yield outcomes from USPTO patents with 853,638 reactions. The reactants are [CH3:1][O:2][C:3]1[CH:10]=[CH:9][C:6]([CH:7]=O)=[C:5]([C:11]([F:14])([F:13])[F:12])[CH:4]=1.[NH3:15].[H][H]. The catalyst is [Ni].CO. The product is [CH3:1][O:2][C:3]1[CH:10]=[CH:9][C:6]([CH2:7][NH2:15])=[C:5]([C:11]([F:14])([F:13])[F:12])[CH:4]=1. The yield is 0.640.